Dataset: Full USPTO retrosynthesis dataset with 1.9M reactions from patents (1976-2016). Task: Predict the reactants needed to synthesize the given product. (1) Given the product [Br:1][C:2]1[C:7]([OH:8])=[CH:6][CH:5]=[C:4]([I:15])[N:3]=1, predict the reactants needed to synthesize it. The reactants are: [Br:1][C:2]1[C:7]([OH:8])=[CH:6][CH:5]=[CH:4][N:3]=1.C(=O)([O-])[O-].[K+].[K+].[I:15]I.Cl. (2) Given the product [NH2:1][C:2]1[CH:3]=[CH:4][C:5]([Cl:19])=[C:6]2[C:10]=1[N:9]([CH2:11][O:12][CH3:13])[C:8]([C:14]([O:16][CH2:17][CH3:18])=[O:15])=[CH:7]2, predict the reactants needed to synthesize it. The reactants are: [NH2:1][C:2]1[CH:3]=[CH:4][CH:5]=[C:6]2[C:10]=1[N:9]([CH2:11][O:12][CH3:13])[C:8]([C:14]([O:16][CH2:17][CH3:18])=[O:15])=[CH:7]2.[Cl:19]N1C(=O)CCC1=O.CN(C)C=O. (3) Given the product [C:6]([C:5]1[CH:4]=[CH:3][C:2]([O:1][CH2:20][CH2:21][OH:22])=[CH:15][CH:14]=1)(=[O:7])[C:8]1[CH:13]=[CH:12][CH:11]=[CH:10][CH:9]=1, predict the reactants needed to synthesize it. The reactants are: [OH:1][C:2]1[CH:15]=[CH:14][C:5]([C:6]([C:8]2[CH:13]=[CH:12][CH:11]=[CH:10][CH:9]=2)=[O:7])=[CH:4][CH:3]=1.[OH-].[Na+].O.Cl[CH2:20][CH2:21][OH:22]. (4) Given the product [F:8][C:6]1[CH:5]=[C:4]([CH2:9][C:10]([NH:14][C@H:15]([C:17]([C:19]2([NH2:40])[C:25](=[O:26])[N:24]([CH2:27][CH:28]3[CH2:29][CH2:30]3)[C:23]3[CH:31]=[CH:32][CH:33]=[CH:34][C:22]=3[N:21]([CH2:35][CH:36]3[CH2:38][CH2:37]3)[C:20]2=[O:39])=[O:18])[CH3:16])=[O:12])[CH:3]=[C:2]([F:1])[CH:7]=1, predict the reactants needed to synthesize it. The reactants are: [F:1][C:2]1[CH:3]=[C:4]([CH2:9][C:10]([OH:12])=O)[CH:5]=[C:6]([F:8])[CH:7]=1.Cl.[NH2:14][C@H:15]([C:17]([C:19]1([NH2:40])[C:25](=[O:26])[N:24]([CH2:27][CH:28]2[CH2:30][CH2:29]2)[C:23]2[CH:31]=[CH:32][CH:33]=[CH:34][C:22]=2[N:21]([CH2:35][CH:36]2[CH2:38][CH2:37]2)[C:20]1=[O:39])=[O:18])[CH3:16]. (5) Given the product [CH:1]([C:3]1[CH:7]=[C:6]([N:8]([CH3:24])[S:9]([C:12]2[CH:17]=[CH:16][CH:15]=[CH:14][CH:13]=2)(=[O:11])=[O:10])[N:5]([C:18]2[CH:23]=[CH:22][CH:21]=[CH:20][CH:19]=2)[N:4]=1)=[O:2], predict the reactants needed to synthesize it. The reactants are: [CH:1]([C:3]1[CH:7]=[C:6]([NH:8][S:9]([C:12]2[CH:17]=[CH:16][CH:15]=[CH:14][CH:13]=2)(=[O:11])=[O:10])[N:5]([C:18]2[CH:23]=[CH:22][CH:21]=[CH:20][CH:19]=2)[N:4]=1)=[O:2].[C:24](=O)([O-])[O-].[K+].[K+].IC.O.